This data is from Full USPTO retrosynthesis dataset with 1.9M reactions from patents (1976-2016). The task is: Predict the reactants needed to synthesize the given product. (1) Given the product [CH3:22][C:20]1([CH3:23])[CH2:21][C:16]2[NH:15][C:2](=[O:1])[CH:3]=[CH:8][C:17]=2[C:18](=[O:24])[CH2:19]1, predict the reactants needed to synthesize it. The reactants are: [O:1]=[C:2]1CCC[C:8]2NC(=S)C(C#N)=C[C:3]1=2.[NH2:15][C:16]1[CH2:21][C:20]([CH3:23])([CH3:22])[CH2:19][C:18](=[O:24])[CH:17]=1.C(OCC)(=O)C#C. (2) Given the product [Cl:8][C:6]1[CH:5]=[CH:4][C:3]([S:9][CH2:10][CH2:11][C:12]([N:14]([CH3:15])[CH3:16])=[O:13])=[C:2]([NH:1][S:25]([C:19]2[CH:20]=[CH:21][C:22]([F:24])=[CH:23][C:18]=2[F:17])(=[O:27])=[O:26])[CH:7]=1, predict the reactants needed to synthesize it. The reactants are: [NH2:1][C:2]1[CH:7]=[C:6]([Cl:8])[CH:5]=[CH:4][C:3]=1[S:9][CH2:10][CH2:11][C:12]([N:14]([CH3:16])[CH3:15])=[O:13].[F:17][C:18]1[CH:23]=[C:22]([F:24])[CH:21]=[CH:20][C:19]=1[S:25](Cl)(=[O:27])=[O:26]. (3) Given the product [CH2:35]([C:29]1[CH:28]=[C:27]([CH:32]=[CH:31][C:30]=1[CH2:33][CH3:34])[CH2:26][CH:15]([NH:16][S:17]([C:20]1[CH:25]=[CH:24][CH:23]=[CH:22][N:21]=1)(=[O:19])=[O:18])[C:11]1[N:10]=[C:9]([NH:8][CH2:37][C:38]([OH:40])=[O:39])[CH:14]=[CH:13][CH:12]=1)[CH3:36], predict the reactants needed to synthesize it. The reactants are: C(OC([N:8]([CH2:37][C:38]([O:40]C(C)(C)C)=[O:39])[C:9]1[CH:14]=[CH:13][CH:12]=[C:11]([CH:15]([CH2:26][C:27]2[CH:32]=[CH:31][C:30]([CH2:33][CH3:34])=[C:29]([CH2:35][CH3:36])[CH:28]=2)[NH:16][S:17]([C:20]2[CH:25]=[CH:24][CH:23]=[CH:22][N:21]=2)(=[O:19])=[O:18])[N:10]=1)=O)(C)(C)C.FC(F)(F)C(O)=O. (4) Given the product [CH3:26][C:25]([NH:11][C@@H:10]([C:9]([NH:8][CH2:1][C:2]1[CH:7]=[CH:6][CH:5]=[CH:4][CH:3]=1)=[O:15])[CH2:12][O:13][CH3:14])=[O:27], predict the reactants needed to synthesize it. The reactants are: [CH2:1]([NH:8][C:9](=[O:15])[C@@H:10]([CH2:12][O:13][CH3:14])[NH2:11])[C:2]1[CH:7]=[CH:6][CH:5]=[CH:4][CH:3]=1.CN(C1C=CC=CN=1)C.[C:25](OC(=O)C)(=[O:27])[CH3:26]. (5) Given the product [F:1][C:2]1[CH:8]=[C:7]([F:9])[CH:6]=[CH:5][C:3]=1[NH:4][C:18](=[O:24])[C:19]([O:21][CH2:22][CH3:23])=[O:20], predict the reactants needed to synthesize it. The reactants are: [F:1][C:2]1[CH:8]=[C:7]([F:9])[CH:6]=[CH:5][C:3]=1[NH2:4].C(N(CC)CC)C.Cl[C:18](=[O:24])[C:19]([O:21][CH2:22][CH3:23])=[O:20]. (6) Given the product [F:1][C:2]1[C:3]([C:14]#[N:15])=[N:4][CH:5]=[CH:6][C:7]=1[C:8]1[C:13]([OH:18])=[N:12][CH:11]=[N:10][CH:9]=1, predict the reactants needed to synthesize it. The reactants are: [F:1][C:2]1[C:3]([C:14]#[N:15])=[N:4][CH:5]=[CH:6][C:7]=1[C:8]1[CH:9]=[N:10][CH:11]=[N:12][CH:13]=1.C(OO)(=[O:18])C.S(=O)(=O)(O)O.[OH-].[Na+].